This data is from Reaction yield outcomes from USPTO patents with 853,638 reactions. The task is: Predict the reaction yield, written as a fraction of the theoretical maximum amount of product (1.0 means a 100% yield; for example, 0.34 means a 34% yield). (1) The reactants are Cl[C:2]1[CH:7]=[C:6]([C:8]2[N:13]=[CH:12][CH:11]=[CH:10][N:9]=2)[C:5]([Cl:14])=[CH:4][N:3]=1.[CH:15]1([NH:18][C:19]2[N:20]=[CH:21][C:22]3[CH2:28][NH:27][CH2:26][CH2:25][C:23]=3[N:24]=2)[CH2:17][CH2:16]1.CCOC(C)=O.O. The catalyst is CS(C)=O. The product is [Cl:14][C:5]1[C:6]([C:8]2[N:13]=[CH:12][CH:11]=[CH:10][N:9]=2)=[CH:7][C:2]([N:27]2[CH2:26][CH2:25][C:23]3[N:24]=[C:19]([NH:18][CH:15]4[CH2:16][CH2:17]4)[N:20]=[CH:21][C:22]=3[CH2:28]2)=[N:3][CH:4]=1. The yield is 0.200. (2) The reactants are [C:1]1(C)C=CC(S(O)(=O)=O)=CC=1.C[CH:13]=[CH:14][C:15]1[CH:20]=[CH:19][CH:18]=[CH:17][CH:16]=1.[CH2:21]([OH:24])[CH2:22][OH:23]. The catalyst is O. The product is [CH3:1][C:14]([O:23][CH2:22][CH2:21][OH:24])([C:15]1[CH:16]=[CH:17][CH:18]=[CH:19][CH:20]=1)[CH3:13]. The yield is 0.0400. (3) The reactants are [Cl:1][C:2]1[N:7]=[N:6][C:5]([NH:8][CH2:9][C:10]([C:13]2[CH:18]=[CH:17][C:16]([F:19])=[CH:15][CH:14]=2)([CH3:12])[CH3:11])=[C:4]([C:20]([NH2:22])=O)[CH:3]=1. The catalyst is O=P(Cl)(Cl)Cl. The product is [Cl:1][C:2]1[N:7]=[N:6][C:5]([NH:8][CH2:9][C:10]([C:13]2[CH:14]=[CH:15][C:16]([F:19])=[CH:17][CH:18]=2)([CH3:12])[CH3:11])=[C:4]([C:20]#[N:22])[CH:3]=1. The yield is 0.190. (4) The reactants are [C:1]([O:5][C:6]([N:8]1[CH2:13][CH2:12][CH2:11][CH2:10][CH2:9]1)=[O:7])([CH3:4])([CH3:3])[CH3:2].C([Sn](CCCC)(CCCC)[C:19]1[N:20]=[CH:21][N:22]([CH3:24])[CH:23]=1)CCC.O1C=[CH:36][CH:35]=[C:34]1P(C1OC=CC=1)C1OC=CC=1.[F-].[K+].[CH2:51]1[CH2:55]O[CH2:53][CH2:52]1. No catalyst specified. The product is [C:1]([O:5][C:6]([N:8]1[CH2:13][CH2:12][C:11](=[C:53]([C:52]2[CH:36]=[CH:35][CH:34]=[CH:55][CH:51]=2)[C:19]2[N:20]=[CH:21][N:22]([CH3:24])[CH:23]=2)[CH2:10][CH2:9]1)=[O:7])([CH3:4])([CH3:2])[CH3:3]. The yield is 0.470. (5) The reactants are Cl[CH2:2][C:3]1[CH:12]=[CH:11][C:10]2[C:5](=[CH:6][CH:7]=[CH:8][CH:9]=2)[N:4]=1.C([O-])(O)=O.[Na+].[C-:18]#[N:19].[Na+]. The catalyst is CN(C=O)C. The product is [N:4]1[C:5]2[C:10](=[CH:9][CH:8]=[CH:7][CH:6]=2)[CH:11]=[CH:12][C:3]=1[CH2:2][C:18]#[N:19]. The yield is 0.460. (6) The reactants are [CH2:1]([S:4]([NH:7][C:8](=[O:42])[CH2:9][C@H:10]1[O:16][C@H:15]([C:17]2[CH:22]=[CH:21][CH:20]=[C:19]([O:23][CH3:24])[C:18]=2[O:25][CH3:26])[C:14]2[CH:27]=[C:28]([Cl:31])[CH:29]=[CH:30][C:13]=2[N:12]([CH2:32][C:33]([CH3:40])([CH3:39])[CH2:34][O:35]C(=O)C)[C:11]1=[O:41])(=[O:6])=[O:5])[CH2:2][CH3:3].[OH-].[Na+].C(O)C. The catalyst is O.Cl. The product is [CH2:1]([S:4]([NH:7][C:8](=[O:42])[CH2:9][C@H:10]1[O:16][C@H:15]([C:17]2[CH:22]=[CH:21][CH:20]=[C:19]([O:23][CH3:24])[C:18]=2[O:25][CH3:26])[C:14]2[CH:27]=[C:28]([Cl:31])[CH:29]=[CH:30][C:13]=2[N:12]([CH2:32][C:33]([CH3:40])([CH3:39])[CH2:34][OH:35])[C:11]1=[O:41])(=[O:5])=[O:6])[CH2:2][CH3:3]. The yield is 0.840. (7) The reactants are [CH2:1]([O:8][N:9]1[C:15](=[O:16])[N:14]2[CH2:17][C@H:10]1[CH2:11][CH2:12][C@H:13]2[C:18](/[N:20]=[CH:21]\[N:22](C)C)=[O:19])[C:2]1[CH:7]=[CH:6][CH:5]=[CH:4][CH:3]=1.N1C=CC=CC=1. The catalyst is CCO.CO. The product is [CH2:1]([O:8][N:9]1[C:15](=[O:16])[N:14]2[CH2:17][C@H:10]1[CH2:11][CH2:12][C@H:13]2[C:18]1[O:19][N:22]=[CH:21][N:20]=1)[C:2]1[CH:7]=[CH:6][CH:5]=[CH:4][CH:3]=1. The yield is 0.0410. (8) The reactants are [OH-].[K+].C(O)C.[Cl:6][C:7]1[CH:12]=[CH:11][CH:10]=[C:9]([Cl:13])[C:8]=1[OH:14].[Cl:15][C:16]1[N:21]=[C:20](Cl)[CH:19]=[C:18]([Cl:23])[N:17]=1. The catalyst is O1CCCC1. The product is [Cl:15][C:16]1[N:17]=[C:18]([Cl:23])[CH:19]=[C:20]([O:14][C:8]2[C:7]([Cl:6])=[CH:12][CH:11]=[CH:10][C:9]=2[Cl:13])[N:21]=1. The yield is 0.550.